This data is from Forward reaction prediction with 1.9M reactions from USPTO patents (1976-2016). The task is: Predict the product of the given reaction. (1) Given the reactants Cl.[CH:2]([C:5]1[CH:6]=[C:7]([C@@H:11]([NH2:13])[CH3:12])[CH:8]=[CH:9][CH:10]=1)([CH3:4])[CH3:3].[CH3:14][O:15][C:16](=[O:42])[C@@H:17]([O:20][C:21]1[CH:22]=[C:23]([CH:39]=[CH:40][CH:41]=1)[CH2:24][N:25]1[C:33]2[C:28](=[CH:29][C:30]([C:34](O)=[O:35])=[CH:31][CH:32]=2)[C:27]([CH3:37])=[C:26]1[CH3:38])[CH2:18][CH3:19], predict the reaction product. The product is: [CH:2]([C:5]1[CH:6]=[C:7]([C@@H:11]([NH:13][C:34]([C:30]2[CH:29]=[C:28]3[C:33](=[CH:32][CH:31]=2)[N:25]([CH2:24][C:23]2[CH:22]=[C:21]([CH:41]=[CH:40][CH:39]=2)[O:20][C@@H:17]([CH2:18][CH3:19])[C:16]([O:15][CH3:14])=[O:42])[C:26]([CH3:38])=[C:27]3[CH3:37])=[O:35])[CH3:12])[CH:8]=[CH:9][CH:10]=1)([CH3:4])[CH3:3]. (2) The product is: [Cl:1][C:2]1[CH:3]=[C:4]([C:8]2[C:13]3[N:14]([CH2:25][C@H:26]4[CH2:27][CH2:28][C@H:29]([CH3:32])[CH2:30][CH2:31]4)[C:15]([N:17]4[CH2:21][CH2:20][CH2:19][C@H:18]4[C:22]([N:42]([CH2:43][CH3:44])[CH3:41])=[O:24])=[N:16][C:12]=3[CH:11]=[C:10]([C:33]#[N:34])[N:9]=2)[CH:5]=[N:6][CH:7]=1. Given the reactants [Cl:1][C:2]1[CH:3]=[C:4]([C:8]2[C:13]3[N:14]([CH2:25][C@H:26]4[CH2:31][CH2:30][C@H:29]([CH3:32])[CH2:28][CH2:27]4)[C:15]([N:17]4[CH2:21][CH2:20][CH2:19][C@H:18]4[C:22]([OH:24])=O)=[N:16][C:12]=3[CH:11]=[C:10]([C:33]#[N:34])[N:9]=2)[CH:5]=[N:6][CH:7]=1.CCCP(=O)=O.[CH3:41][NH:42][CH2:43][CH3:44], predict the reaction product. (3) Given the reactants [F:1][C:2]1[C:3]([N+:18]([O-])=O)=[C:4]([CH2:12][C:13](OCC)=[O:14])[CH:5]=[C:6]([O:8][CH:9]([CH3:11])[CH3:10])[CH:7]=1, predict the reaction product. The product is: [F:1][C:2]1[CH:7]=[C:6]([O:8][CH:9]([CH3:11])[CH3:10])[CH:5]=[C:4]2[C:3]=1[NH:18][C:13](=[O:14])[CH2:12]2. (4) Given the reactants [OH:1][CH2:2][C:3]1[C:4]2[N:5]([CH:9]=[CH:10][N:11]=2)[CH:6]=[CH:7][CH:8]=1.[K+].[Br-], predict the reaction product. The product is: [N:11]1[CH:10]=[CH:9][N:5]2[CH:6]=[CH:7][CH:8]=[C:3]([CH:2]=[O:1])[C:4]=12. (5) Given the reactants Cl[CH:2]([C:4]1[O:8][N:7]=[C:6]([CH2:9][C:10]2[CH:15]=[CH:14][C:13]([F:16])=[CH:12][CH:11]=2)[N:5]=1)[CH3:3].[Cl:17][C:18]1[CH:23]=[C:22]([Cl:24])[CH:21]=[CH:20][C:19]=1[OH:25].C([O-])([O-])=O.[K+].[K+], predict the reaction product. The product is: [Cl:17][C:18]1[CH:23]=[C:22]([Cl:24])[CH:21]=[CH:20][C:19]=1[O:25][CH:2]([C:4]1[O:8][N:7]=[C:6]([CH2:9][C:10]2[CH:15]=[CH:14][C:13]([F:16])=[CH:12][CH:11]=2)[N:5]=1)[CH3:3]. (6) Given the reactants [OH:1][C:2]1[CH:7]=[CH:6][CH:5]=[CH:4][C:3]=1[CH:8]([NH:13][C:14]([CH2:16][C:17]1[CH:31]=[CH:30][C:20]([O:21][C:22]([CH3:29])([CH3:28])[C:23]([O:25][CH2:26][CH3:27])=[O:24])=[CH:19][CH:18]=1)=[O:15])[CH2:9][CH2:10][CH2:11][CH3:12].[C:32](=O)([O-])[O-].[K+].[K+].IC.Cl, predict the reaction product. The product is: [CH3:32][O:1][C:2]1[CH:7]=[CH:6][CH:5]=[CH:4][C:3]=1[CH:8]([NH:13][C:14]([CH2:16][C:17]1[CH:18]=[CH:19][C:20]([O:21][C:22]([CH3:29])([CH3:28])[C:23]([O:25][CH2:26][CH3:27])=[O:24])=[CH:30][CH:31]=1)=[O:15])[CH2:9][CH2:10][CH2:11][CH3:12].